This data is from Catalyst prediction with 721,799 reactions and 888 catalyst types from USPTO. The task is: Predict which catalyst facilitates the given reaction. (1) Reactant: [C:1]([O:5][C:6]([NH:8][C@@:9]12[CH2:16][CH2:15][CH2:14][C@:13]1([Cl:17])[C:12](=O)[N:11]([C@@H:19]([C:21]1[CH:26]=[CH:25][CH:24]=[CH:23][CH:22]=1)[CH3:20])[CH2:10]2)=[O:7])([CH3:4])([CH3:3])[CH3:2].O.CCO.C(N(CC)CC)C. Product: [C:1]([O:5][C:6]([NH:8][C@@:9]12[CH2:16][CH2:15][CH2:14][C@@:13]1([Cl:17])[CH2:12][N:11]([C@@H:19]([C:21]1[CH:22]=[CH:23][CH:24]=[CH:25][CH:26]=1)[CH3:20])[CH2:10]2)=[O:7])([CH3:2])([CH3:3])[CH3:4]. The catalyst class is: 1. (2) Reactant: [NH2:1][C:2]1[CH:7]=[C:6]([O:8][C:9]2[CH:14]=[CH:13][C:12]([NH:15][C:16]([C:18]3([C:21]([NH:23][C:24]4[CH:29]=[CH:28][C:27]([F:30])=[CH:26][CH:25]=4)=[O:22])[CH2:20][CH2:19]3)=[O:17])=[C:11]([F:31])[CH:10]=2)[CH:5]=[CH:4][N:3]=1.[CH2:32]([N:34]([CH2:37][CH3:38])[CH2:35]C)C.ClC(OC1C=CC=CC=1)=[O:41].C(=O)([O-])O.[Na+]. Product: [N:34]1([C:32]([NH:1][C:2]2[CH:7]=[C:6]([O:8][C:9]3[CH:14]=[CH:13][C:12]([NH:15][C:16]([C:18]4([C:21]([NH:23][C:24]5[CH:25]=[CH:26][C:27]([F:30])=[CH:28][CH:29]=5)=[O:22])[CH2:20][CH2:19]4)=[O:17])=[C:11]([F:31])[CH:10]=3)[CH:5]=[CH:4][N:3]=2)=[O:41])[CH2:35][CH2:38][CH2:37]1. The catalyst class is: 54. (3) Reactant: [CH:1]1([CH2:4][O:5][C:6]2[CH:7]=[CH:8][C:9]3[O:13][C:12]([C:14](=[O:18])[CH:15]([CH3:17])[CH3:16])=[C:11]([CH3:19])[C:10]=3[CH:20]=2)[CH2:3][CH2:2]1.[BH4-].[Na+].O. Product: [CH:1]1([CH2:4][O:5][C:6]2[CH:7]=[CH:8][C:9]3[O:13][C:12]([CH:14]([OH:18])[CH:15]([CH3:16])[CH3:17])=[C:11]([CH3:19])[C:10]=3[CH:20]=2)[CH2:2][CH2:3]1. The catalyst class is: 111. (4) Reactant: O[CH2:2][CH:3]1[C:20]2[C@:15]([CH3:22])([CH:16]=[CH:17][C:18](=[O:21])[CH:19]=2)[C@@H:14]2[C@H:5]([C@H:6]3[C@@:10]([CH2:12][CH2:13]2)([CH3:11])[C:9](=[O:23])[CH2:8][CH2:7]3)[CH2:4]1.N1C=CC=CC=1.C1(C)C(S(Cl)(=O)=O)=CC=CC=1.O. Product: [CH3:11][C@@:10]12[C:9](=[O:23])[CH2:8][CH2:7][C@H:6]1[C@@H:5]1[CH2:4][C:3]([C:20]3[C@@:15]([CH3:22])([C@H:14]1[CH2:13][CH2:12]2)[CH:16]=[CH:17][C:18](=[O:21])[CH:19]=3)=[CH2:2]. The catalyst class is: 2. (5) Reactant: [Mg].II.COS(=O)(=O)[O:7][CH3:8].BrBr.Br[C:14]1[CH:21]=[CH:20][CH:19]=[CH:18][C:15]=1[CH:16]=O.Cl. Product: [CH3:16][C:15]1[CH:18]=[CH:19][CH:20]=[CH:21][C:14]=1[CH:8]=[O:7]. The catalyst class is: 1. (6) Reactant: [CH2:1]([N:8]1[C:16]2[C:11](=[C:12]([N+:17]([O-])=O)[CH:13]=[CH:14][CH:15]=2)[CH:10]=[N:9]1)[C:2]1[CH:7]=[CH:6][CH:5]=[CH:4][CH:3]=1.[Cl-].[NH4+]. The catalyst class is: 190. Product: [CH2:1]([N:8]1[C:16]2[CH:15]=[CH:14][CH:13]=[C:12]([NH2:17])[C:11]=2[CH:10]=[N:9]1)[C:2]1[CH:3]=[CH:4][CH:5]=[CH:6][CH:7]=1.